Dataset: Catalyst prediction with 721,799 reactions and 888 catalyst types from USPTO. Task: Predict which catalyst facilitates the given reaction. Product: [CH:1]1([C@H:7]([NH:12][C:13]([C:15]2[C:24]([NH:25][C:26]([NH:28][C:29]3[C:34]([CH3:35])=[CH:33][C:32]([CH2:36][CH2:37][CH3:38])=[CH:31][C:30]=3[CH3:39])=[O:27])=[CH:23][C:22]3[C:17](=[CH:18][CH:19]=[CH:20][CH:21]=3)[CH:16]=2)=[O:14])[C:8]([O:10][CH3:11])=[O:9])[CH2:6][CH2:5][CH2:4][CH2:3][CH2:2]1. Reactant: [CH:1]1([C@H:7]([NH:12][C:13]([C:15]2[C:24]([NH:25][C:26]([NH:28][C:29]3[C:34]([CH3:35])=[CH:33][C:32]([CH2:36][CH:37]=[CH2:38])=[CH:31][C:30]=3[CH3:39])=[O:27])=[CH:23][C:22]3[C:17](=[CH:18][CH:19]=[CH:20][CH:21]=3)[CH:16]=2)=[O:14])[C:8]([O:10][CH3:11])=[O:9])[CH2:6][CH2:5][CH2:4][CH2:3][CH2:2]1.[H][H]. The catalyst class is: 78.